From a dataset of Forward reaction prediction with 1.9M reactions from USPTO patents (1976-2016). Predict the product of the given reaction. Given the reactants Br[C:2]1[CH:9]=[CH:8][C:5]([C:6]#[N:7])=[C:4]([F:10])[CH:3]=1.C(=O)([O-])[O-].[Cs+].[Cs+].CC1(C)C2C=CC=C(P(C3C=CC=CC=3)C3C=CC=CC=3)C=2OC2C1=CC=CC=2P(C1C=CC=CC=1)C1C=CC=CC=1.[F:59][C:60]([F:81])([F:80])[C:61]1[N:66]=[CH:65][C:64]([C:67]2[C:79]3[C:78]4[C:73](=[CH:74][CH:75]=[CH:76][CH:77]=4)[NH:72][C:71]=3[CH:70]=[CH:69][CH:68]=2)=[CH:63][CH:62]=1, predict the reaction product. The product is: [F:10][C:4]1[CH:3]=[C:2]([N:72]2[C:71]3[CH:70]=[CH:69][CH:68]=[C:67]([C:64]4[CH:65]=[N:66][C:61]([C:60]([F:81])([F:59])[F:80])=[CH:62][CH:63]=4)[C:79]=3[C:78]3[C:73]2=[CH:74][CH:75]=[CH:76][CH:77]=3)[CH:9]=[CH:8][C:5]=1[C:6]#[N:7].